This data is from Full USPTO retrosynthesis dataset with 1.9M reactions from patents (1976-2016). The task is: Predict the reactants needed to synthesize the given product. (1) Given the product [CH:40]1([CH2:39][CH2:19][C:18]2[O:17][N:16]=[C:15]([C:20]3[CH:21]=[CH:22][CH:23]=[CH:24][CH:25]=3)[C:14]=2[C:11]2[O:10][C:9]([C:8]3[CH:7]=[CH:6][C:5]([NH:26][CH2:41][CH:31]4[CH2:33][CH2:32]4)=[CH:4][C:3]=3[O:2][CH3:1])=[N:13][N:12]=2)[CH2:38][CH2:37]1, predict the reactants needed to synthesize it. The reactants are: [CH3:1][O:2][C:3]1[CH:4]=[C:5]([NH2:26])[CH:6]=[CH:7][C:8]=1[C:9]1[O:10][C:11]([C:14]2[C:15]([C:20]3[CH:25]=[CH:24][CH:23]=[CH:22][CH:21]=3)=[N:16][O:17][C:18]=2[CH3:19])=[N:12][N:13]=1.C(N(CC)[CH:31]([CH3:33])[CH3:32])(C)C.Br[CH2:37][CH:38]1[CH2:40][CH2:39]1.[CH3:41][Si]([N-][Si](C)(C)C)(C)C.[K+]. (2) The reactants are: [NH:1]1[C:9]2[CH:8]=[CH:7][CH:6]=[C:5]([C:10]([O:12]C)=[O:11])[C:4]=2[CH:3]=[CH:2]1.Cl[CH2:15][C:16]1[CH:17]=[C:18]([CH:54]=[CH:55][CH:56]=1)[C:19]([NH:21][C:22]1[CH:27]=[CH:26][C:25]([N:28]2[CH2:33][CH2:32][CH2:31][CH2:30][CH2:29]2)=[CH:24][C:23]=1[C:34]1[CH:35]=[C:36]([CH:51]=[CH:52][N:53]=1)[C:37]([NH:39][CH2:40][C:41]1[CH:46]=[CH:45][CH:44]=[C:43]([C:47]([F:50])([F:49])[F:48])[CH:42]=1)=[O:38])=[O:20].C(=O)([O-])[O-].[K+].[K+]. Given the product [N:28]1([C:25]2[CH:26]=[CH:27][C:22]([NH:21][C:19]([C:18]3[CH:17]=[C:16]([CH:56]=[CH:55][CH:54]=3)[CH2:15][N:1]3[C:9]4[CH:8]=[CH:7][CH:6]=[C:5]([C:10]([OH:12])=[O:11])[C:4]=4[CH:3]=[CH:2]3)=[O:20])=[C:23]([C:34]3[CH:35]=[C:36]([C:37](=[O:38])[NH:39][CH2:40][C:41]4[CH:46]=[CH:45][CH:44]=[C:43]([C:47]([F:48])([F:49])[F:50])[CH:42]=4)[CH:51]=[CH:52][N:53]=3)[CH:24]=2)[CH2:33][CH2:32][CH2:31][CH2:30][CH2:29]1, predict the reactants needed to synthesize it. (3) Given the product [C:1]1([C:6]2[C:14]3[C:9](=[CH:10][N:11]=[C:12]([C:15]4[CH:16]=[N:17][CH:18]=[CH:19][CH:20]=4)[CH:13]=3)[NH:8][N:7]=2)[CH2:5][CH2:4][CH2:3][CH:2]=1, predict the reactants needed to synthesize it. The reactants are: [C:1]1([C:6]2[C:14]3[C:9](=[CH:10][N:11]=[C:12]([C:15]4[CH:16]=[N:17][CH:18]=[CH:19][CH:20]=4)[CH:13]=3)[N:8](C3CCCCO3)[N:7]=2)[CH2:5][CH2:4][CH2:3][CH:2]=1. (4) Given the product [Cl:24][C:25]1[CH:26]=[C:27]([CH:32]=[CH:33][C:34]=1[O:35][CH2:36][C@@H:37]([N:39]([CH3:40])[C:21](=[O:23])[CH2:20][C:5]1[CH:6]=[CH:7][C:8]([NH:9][C:10]([NH:12][C:13]2[CH:18]=[CH:17][CH:16]=[CH:15][C:14]=2[CH3:19])=[O:11])=[C:3]([O:2][CH3:1])[CH:4]=1)[CH3:38])[C:28]([O:30][CH3:31])=[O:29], predict the reactants needed to synthesize it. The reactants are: [CH3:1][O:2][C:3]1[CH:4]=[C:5]([CH2:20][C:21]([OH:23])=O)[CH:6]=[CH:7][C:8]=1[NH:9][C:10]([NH:12][C:13]1[CH:18]=[CH:17][CH:16]=[CH:15][C:14]=1[CH3:19])=[O:11].[Cl:24][C:25]1[CH:26]=[C:27]([CH:32]=[CH:33][C:34]=1[O:35][CH2:36][C@@H:37]([NH:39][CH3:40])[CH3:38])[C:28]([O:30][CH3:31])=[O:29].C(Cl)CCl.C1C=CC2N(O)N=NC=2C=1. (5) Given the product [NH:8]1[C:9]2[C:5](=[CH:4][CH:3]=[CH:2][CH:10]=2)[CH:6]=[CH:7]1, predict the reactants needed to synthesize it. The reactants are: C[C:2]1[CH:10]=[C:9]2[C:5]([CH:6]=[CH:7][NH:8]2)=[CH:4][CH:3]=1.C1(CBr)CC1.C(OC(=O)C(SC1SC(N)=NC=1)C)C. (6) Given the product [Cl:21][C:18]1[C:19]([OH:20])=[C:14]([NH:13][S:10]([C:4]2[CH:5]=[N:6][C:7]([O:8][CH3:9])=[C:2]([C:23]#[N:24])[CH:3]=2)(=[O:12])=[O:11])[CH:15]=[N:16][CH:17]=1, predict the reactants needed to synthesize it. The reactants are: Br[C:2]1[CH:3]=[C:4]([S:10]([NH:13][C:14]2[CH:15]=[N:16][CH:17]=[C:18]([Cl:21])[C:19]=2[OH:20])(=[O:12])=[O:11])[CH:5]=[N:6][C:7]=1[O:8][CH3:9].[Cu][C:23]#[N:24]. (7) The reactants are: [C:1]([O:5][C:6]([N:8]1[CH2:15][CH:14]2[CH:10]([CH2:11][NH:12][CH2:13]2)[CH2:9]1)=[O:7])([CH3:4])([CH3:3])[CH3:2].[CH3:16][C:17]1([CH3:25])[C:19]([CH3:21])([CH3:20])[CH:18]1[C:22](O)=[O:23].C(N(CC)CC)C.F[P-](F)(F)(F)(F)F.N1(OC(N(C)C)=[N+](C)C)C2C=CC=CC=2N=N1. Given the product [C:1]([O:5][C:6]([N:8]1[CH2:9][CH:10]2[CH:14]([CH2:13][N:12]([C:22]([CH:18]3[C:19]([CH3:21])([CH3:20])[C:17]3([CH3:25])[CH3:16])=[O:23])[CH2:11]2)[CH2:15]1)=[O:7])([CH3:4])([CH3:2])[CH3:3], predict the reactants needed to synthesize it. (8) Given the product [Cl:1][C:2]1[CH:3]=[C:4]([CH:7]=[C:8]([O:10][C:11]2[C:19]3[N:18]=[N:17][N:16]([CH2:28][C:29]4[C:37]5[C:32](=[N:33][CH:34]=[CH:35][CH:36]=5)[NH:31][N:30]=4)[C:15]=3[CH:14]=[CH:13][C:12]=2[Cl:20])[CH:9]=1)[C:5]#[N:6], predict the reactants needed to synthesize it. The reactants are: [Cl:1][C:2]1[CH:3]=[C:4]([CH:7]=[C:8]([O:10][C:11]2[C:19]3[N:18]=[N:17][NH:16][C:15]=3[CH:14]=[CH:13][C:12]=2[Cl:20])[CH:9]=1)[C:5]#[N:6].C(=O)([O-])[O-].[Cs+].[Cs+].Br[CH2:28][C:29]1[C:37]2[C:32](=[N:33][CH:34]=[CH:35][CH:36]=2)[N:31](C(OCCCC)=O)[N:30]=1. (9) Given the product [Cl:1][CH2:2][CH2:3][CH2:4][C:6]1[CH:7]=[C:8]2[C:13](=[CH:14][CH:15]=1)[NH:12][C:11](=[O:16])[CH2:10][C:9]2([CH3:18])[CH3:17], predict the reactants needed to synthesize it. The reactants are: [Cl:1][CH2:2][CH2:3][C:4]([C:6]1[CH:7]=[C:8]2[C:13](=[CH:14][CH:15]=1)[NH:12][C:11](=[O:16])[CH2:10][C:9]2([CH3:18])[CH3:17])=O.C([SiH](CC)CC)C.